From a dataset of Full USPTO retrosynthesis dataset with 1.9M reactions from patents (1976-2016). Predict the reactants needed to synthesize the given product. (1) Given the product [C@@H:1]1([N:8]2[C:15](=[O:25])[C:16]3[C:17](=[CH:21][CH:22]=[CH:23][CH:24]=3)[C:18]2=[O:20])[CH2:6][CH2:5][CH:4]=[CH:3][CH2:2]1, predict the reactants needed to synthesize it. The reactants are: [C:1]1(C)[CH:6]=[CH:5][CH:4]=[CH:3][CH:2]=1.[N:8](CC)(CC)CC.[C:15]1(=[O:25])[O:20][C:18](=O)[C:17]2=[CH:21][CH:22]=[CH:23][CH:24]=[C:16]12. (2) Given the product [CH3:26][C:21]1[CH:20]=[CH:19][C:18]2[C:23](=[CH:24][CH:25]=[C:16]3[O:15][CH2:14][C@H:13]([CH2:12][N:34]4[CH2:33][CH2:32][N:31]([C:35]5[CH:44]=[CH:43][C:42]6[C:37](=[CH:38][CH:39]=[CH:40][CH:41]=6)[N:36]=5)[CH2:30][C@H:29]4[CH3:28])[O:27][C:17]3=2)[N:22]=1, predict the reactants needed to synthesize it. The reactants are: BrC1C=CC(S(O[CH2:12][C@@H:13]2[O:27][C:17]3=[C:18]4[C:23](=[CH:24][CH:25]=[C:16]3[O:15][CH2:14]2)[N:22]=[C:21]([CH3:26])[CH:20]=[CH:19]4)(=O)=O)=CC=1.[CH3:28][C@H:29]1[NH:34][CH2:33][CH2:32][N:31]([C:35]2[CH:44]=[CH:43][C:42]3[C:37](=[CH:38][CH:39]=[CH:40][CH:41]=3)[N:36]=2)[CH2:30]1.